Dataset: hERG Central: cardiac toxicity at 1µM, 10µM, and general inhibition. Task: Predict hERG channel inhibition at various concentrations. (1) The compound is CN1CCCC(CC2Oc3ccccc3Sc3ccccc32)C1.O=C(O)C(=O)O. Results: hERG_inhib (hERG inhibition (general)): blocker. (2) The drug is Cn1c(CN2CCCCC2)nc2cc(NC(=O)c3ccc(F)cc3)ccc21. Results: hERG_inhib (hERG inhibition (general)): blocker.